From a dataset of Peptide-MHC class I binding affinity with 185,985 pairs from IEDB/IMGT. Regression. Given a peptide amino acid sequence and an MHC pseudo amino acid sequence, predict their binding affinity value. This is MHC class I binding data. (1) The peptide sequence is FATPAFFLI. The MHC is HLA-B46:01 with pseudo-sequence HLA-B46:01. The binding affinity (normalized) is 0.0847. (2) The peptide sequence is RENGGYWLL. The MHC is HLA-B08:02 with pseudo-sequence HLA-B08:02. The binding affinity (normalized) is 0.0847.